Dataset: Reaction yield outcomes from USPTO patents with 853,638 reactions. Task: Predict the reaction yield, written as a fraction of the theoretical maximum amount of product (1.0 means a 100% yield; for example, 0.34 means a 34% yield). (1) The reactants are [Cl:1][C:2]1[C:11]2[C:6](=[CH:7][C:8]([O:26][CH3:27])=[C:9]([O:12][CH2:13][C@H:14]3[CH2:18][CH2:17][CH2:16][N:15]3C(OC(C)(C)C)=O)[CH:10]=2)[N:5]=[CH:4][N:3]=1.[Cl:28][C:29]1[C:30]([F:36])=[C:31]([CH:33]=[CH:34][CH:35]=1)[NH2:32]. No catalyst specified. The product is [ClH:1].[Cl:28][C:29]1[C:30]([F:36])=[C:31]([CH:33]=[CH:34][CH:35]=1)[NH:32][C:2]1[C:11]2[C:6](=[CH:7][C:8]([O:26][CH3:27])=[C:9]([O:12][CH2:13][C@H:14]3[CH2:18][CH2:17][CH2:16][NH:15]3)[CH:10]=2)[N:5]=[CH:4][N:3]=1. The yield is 1.00. (2) The reactants are CS(O[CH2:6][C@@H:7]1[CH2:11][C:10]([F:13])([F:12])[CH2:9][N:8]1[C:14]([O:16][C:17]([CH3:20])([CH3:19])[CH3:18])=[O:15])(=O)=O.[C-:21]#[N:22].[Na+]. The catalyst is CS(C)=O. The product is [C:21]([CH2:6][C@@H:7]1[CH2:11][C:10]([F:13])([F:12])[CH2:9][N:8]1[C:14]([O:16][C:17]([CH3:20])([CH3:19])[CH3:18])=[O:15])#[N:22]. The yield is 0.760. (3) The reactants are O[CH2:2][C:3]1[CH:14]=[CH:13][C:6]([CH2:7][N:8]2[CH:12]=[CH:11][CH:10]=[N:9]2)=[CH:5][CH:4]=1.C1(P(C2C=CC=CC=2)C2C=CC=CC=2)C=CC=CC=1.C(Br)(Br)(Br)[Br:35]. The catalyst is C(Cl)Cl. The product is [Br:35][CH2:2][C:3]1[CH:14]=[CH:13][C:6]([CH2:7][N:8]2[CH:12]=[CH:11][CH:10]=[N:9]2)=[CH:5][CH:4]=1. The yield is 0.640. (4) The catalyst is C(O)CCC. The product is [CH:15]1[C:16]2[C:5]3[C:4](=[O:7])[C:3]4[C:12]5[CH:13]=[CH:14][CH:15]=[CH:16][C:11]=5[CH:9]=[CH:10][C:2]=4[C:1](=[O:8])[C:6]=3[CH:10]=[CH:9][C:11]=2[CH:12]=[CH:13][CH:14]=1. The reactants are [C:1]1(=[O:8])[CH:6]=[CH:5][C:4](=[O:7])[CH:3]=[CH:2]1.[CH:9]([C:11]1[CH:16]=[CH:15][CH:14]=[CH:13][CH:12]=1)=[CH2:10]. The yield is 0.00200. (5) The reactants are [N:1]1[CH:6]=[CH:5][CH:4]=[CH:3][C:2]=1[CH:7]([CH:9]1[CH2:14][CH2:13][S:12][CH2:11][CH2:10]1)[OH:8].B1([O-])OO1.[OH2:19].[OH2:20].O.O.[Na+]. The catalyst is C(O)(=O)C. The product is [O:19]=[S:12]1(=[O:20])[CH2:11][CH2:10][CH:9]([CH:7]([C:2]2[CH:3]=[CH:4][CH:5]=[CH:6][N:1]=2)[OH:8])[CH2:14][CH2:13]1. The yield is 0.686. (6) The reactants are [OH:1][C@H:2]1[CH2:7][N:6]([C:8]([O:10][CH3:11])=[O:9])[C@H:5]([C:12]([N:14]2[CH2:19][CH2:18][N:17]([C:20]3[CH:25]=[CH:24][CH:23]=[CH:22][CH:21]=3)[CH2:16][CH2:15]2)=[O:13])[C@@H:4]([C:26](OC)=[O:27])[CH2:3]1.O[C@H:31]1[CH2:36]N[C@H:34]([C:37](O)=O)[C@@H:33](C(OC)=O)[CH2:32]1.C1(N2CCNCC2)C=CC=CC=1.[F:56][P-](F)(F)(F)(F)F.[N:63]1([O:72][P+](N(C)C)(N(C)C)N(C)C)C2C=CC=CC=2N=N1.CN(C)C=O.C(N(CC)C(C)C)(C)C.C(Cl)Cl.ClC(OC)=O. No catalyst specified. The product is [F:56][C:37]1[CH:36]=[C:31]([CH:32]=[CH:33][CH:34]=1)[O:1][C@@H:2]1[CH2:7][N:6]([C:8]([O:10][CH3:11])=[O:9])[C@H:5]([C:12]([N:14]2[CH2:19][CH2:18][N:17]([C:20]3[CH:21]=[CH:22][CH:23]=[CH:24][CH:25]=3)[CH2:16][CH2:15]2)=[O:13])[C@@H:4]([C:26]([NH:63][OH:72])=[O:27])[CH2:3]1. The yield is 0.830.